This data is from Forward reaction prediction with 1.9M reactions from USPTO patents (1976-2016). The task is: Predict the product of the given reaction. (1) The product is: [F:1][C:2]1[C:10]([F:11])=[CH:9][C:8]([N+:12]([O-:14])=[O:13])=[CH:7][C:3]=1[CH2:4][OH:5]. Given the reactants [F:1][C:2]1[C:10]([F:11])=[CH:9][C:8]([N+:12]([O-:14])=[O:13])=[CH:7][C:3]=1[C:4](O)=[O:5].CO, predict the reaction product. (2) Given the reactants [Br:1][C:2]1[CH:10]=[CH:9][C:8]([N+:11]([O-:13])=[O:12])=[CH:7][C:3]=1[C:4]([OH:6])=[O:5].C(=O)([O-])[O-].[K+].[K+].O, predict the reaction product. The product is: [CH2:4]([O:5][C:4](=[O:6])[C:3]1[CH:7]=[C:8]([N+:11]([O-:13])=[O:12])[CH:9]=[CH:10][C:2]=1[Br:1])[C:3]1[CH:7]=[CH:8][CH:9]=[CH:10][CH:2]=1.